Dataset: Forward reaction prediction with 1.9M reactions from USPTO patents (1976-2016). Task: Predict the product of the given reaction. (1) Given the reactants [OH:1][CH2:2][CH:3]1[O:7][C:6](=[O:8])[N:5]([CH:9]([CH3:11])[CH3:10])[CH2:4]1.[CH:12]1(N)CCC1.C(N)(C)C, predict the reaction product. The product is: [CH:9]1([N:5]2[CH2:4][CH:3]([CH2:2][OH:1])[O:7][C:6]2=[O:8])[CH2:11][CH2:12][CH2:10]1. (2) Given the reactants [C:1]([N:3]1[CH2:8][CH2:7][CH:6]([CH2:9][CH2:10][CH2:11][O:12][C:13]2[CH:26]=[CH:25][C:16]([C:17]([NH:19][CH2:20][C@H:21]([OH:24])[CH2:22][OH:23])=[O:18])=[C:15]([CH3:27])[CH:14]=2)[CH2:5][CH2:4]1)#[N:2].[NH2:28][OH:29], predict the reaction product. The product is: [OH:24][C@H:21]([CH2:22][OH:23])[CH2:20][NH:19][C:17](=[O:18])[C:16]1[CH:25]=[CH:26][C:13]([O:12][CH2:11][CH2:10][CH2:9][CH:6]2[CH2:5][CH2:4][N:3]([C:1](=[NH:2])[NH:28][OH:29])[CH2:8][CH2:7]2)=[CH:14][C:15]=1[CH3:27]. (3) Given the reactants [NH2:1][C:2]1[S:6][N:5]=[C:4]([C:7]2[CH:12]=[CH:11][C:10]([N+:13]([O-:15])=[O:14])=[CH:9][CH:8]=2)[C:3]=1[C:16]#[N:17].C(=O)([O-])[O-].[K+].[K+].[CH3:24][O:25][C:26](=[O:33])[CH2:27][CH2:28][CH2:29][N:30]=[C:31]=[O:32], predict the reaction product. The product is: [C:16]([C:3]1[C:4]([C:7]2[CH:8]=[CH:9][C:10]([N+:13]([O-:15])=[O:14])=[CH:11][CH:12]=2)=[N:5][S:6][C:2]=1[NH:1][C:31]([NH:30][CH2:29][CH2:28][CH2:27][C:26]([O:25][CH3:24])=[O:33])=[O:32])#[N:17]. (4) Given the reactants C(Cl)(=O)C(Cl)=O.[CH3:7][O:8][C:9]1[CH:17]=[CH:16][C:12]([C:13]([OH:15])=O)=[CH:11][C:10]=1[N+:18]([O-])=O.CN(C)C=O.[CH3:26][C:27]1[CH:28]=[C:29]([CH:31]=[CH:32][C:33]=1[CH3:34])[NH2:30], predict the reaction product. The product is: [NH2:18][C:10]1[CH:11]=[C:12]([CH:16]=[CH:17][C:9]=1[O:8][CH3:7])[C:13]([NH:30][C:29]1[CH:31]=[CH:32][C:33]([CH3:34])=[C:27]([CH3:26])[CH:28]=1)=[O:15]. (5) Given the reactants [CH3:1][N:2]([CH3:26])[C:3](=[O:25])[S:4][C:5]1[C:10]([Cl:11])=[C:9]([CH2:12][C:13]2[CH:18]=[CH:17][C:16]([O:19][CH3:20])=[CH:15][CH:14]=2)[CH:8]=[C:7]([Br:21])[C:6]=1[CH2:22][CH:23]=[O:24].[BH4-].[Na+], predict the reaction product. The product is: [CH3:26][N:2]([CH3:1])[C:3](=[O:25])[S:4][C:5]1[C:10]([Cl:11])=[C:9]([CH2:12][C:13]2[CH:14]=[CH:15][C:16]([O:19][CH3:20])=[CH:17][CH:18]=2)[CH:8]=[C:7]([Br:21])[C:6]=1[CH2:22][CH2:23][OH:24]. (6) Given the reactants Cl[CH2:2][CH2:3][CH2:4][CH2:5][N:6]1[C:11]2=[CH:12][C:13]3[C:14]([NH:22][C:23]4[CH:28]=[CH:27][C:26]([F:29])=[C:25]([Cl:30])[CH:24]=4)=[C:15]([C:20]#[N:21])[CH:16]=[N:17][C:18]=3[CH:19]=[C:10]2[O:9][CH2:8][CH2:7]1.[I-].[Na+].[CH3:33][NH:34][CH3:35].O1CCCC1.C(=O)(O)[O-].[Na+], predict the reaction product. The product is: [Cl:30][C:25]1[CH:24]=[C:23]([CH:28]=[CH:27][C:26]=1[F:29])[NH:22][C:14]1[C:13]2[CH:12]=[C:11]3[N:6]([CH2:5][CH2:4][CH2:3][CH2:2][N:34]([CH3:35])[CH3:33])[CH2:7][CH2:8][O:9][C:10]3=[CH:19][C:18]=2[N:17]=[CH:16][C:15]=1[C:20]#[N:21]. (7) Given the reactants [CH3:1][O:2][C:3]1[CH:8]=[CH:7][C:6]([C:9]2[CH:14]=[CH:13][CH:12]=[CH:11][CH:10]=2)=[CH:5][C:4]=1[NH:15][C:16]([C:18]1[NH:19][CH:20]=[CH:21][N:22]=1)=O.COC1C=CC(P2(SP(C3C=CC(OC)=CC=3)(=S)S2)=[S:32])=CC=1.O, predict the reaction product. The product is: [CH3:1][O:2][C:3]1[CH:8]=[CH:7][C:6]([C:9]2[CH:14]=[CH:13][CH:12]=[CH:11][CH:10]=2)=[CH:5][C:4]=1[NH:15][C:16]([C:18]1[NH:19][CH:20]=[CH:21][N:22]=1)=[S:32]. (8) Given the reactants Br[C:2]1[CH:20]=[CH:19][C:5]2[CH:6]([CH2:10][NH:11][C:12](=[O:18])[O:13][C:14]([CH3:17])([CH3:16])[CH3:15])[CH2:7][CH2:8][O:9][C:4]=2[CH:3]=1.[CH3:21][NH:22][CH2:23][C:24]1[CH:29]=[CH:28][CH:27]=[CH:26][CH:25]=1.C([O-])([O-])=O.[Cs+].[Cs+], predict the reaction product. The product is: [CH2:23]([N:22]([CH3:21])[C:2]1[CH:20]=[CH:19][C:5]2[CH:6]([CH2:10][NH:11][C:12](=[O:18])[O:13][C:14]([CH3:17])([CH3:16])[CH3:15])[CH2:7][CH2:8][O:9][C:4]=2[CH:3]=1)[C:24]1[CH:29]=[CH:28][CH:27]=[CH:26][CH:25]=1. (9) Given the reactants Br[C:2]1[CH:3]=[N:4][CH:5]=[C:6]([Br:8])[CH:7]=1.[CH:9]1([C:14]#[N:15])[CH2:13][CH2:12][CH2:11][CH2:10]1.C[Si]([N-][Si](C)(C)C)(C)C.[Na+].O, predict the reaction product. The product is: [Br:8][C:6]1[CH:7]=[C:2]([C:9]2([C:14]#[N:15])[CH2:13][CH2:12][CH2:11][CH2:10]2)[CH:3]=[N:4][CH:5]=1.